Dataset: NCI-60 drug combinations with 297,098 pairs across 59 cell lines. Task: Regression. Given two drug SMILES strings and cell line genomic features, predict the synergy score measuring deviation from expected non-interaction effect. Drug 1: COC1=NC(=NC2=C1N=CN2C3C(C(C(O3)CO)O)O)N. Drug 2: C1CN(CCN1C(=O)CCBr)C(=O)CCBr. Cell line: NCI-H322M. Synergy scores: CSS=-5.15, Synergy_ZIP=3.58, Synergy_Bliss=2.41, Synergy_Loewe=-4.05, Synergy_HSA=-3.58.